This data is from Catalyst prediction with 721,799 reactions and 888 catalyst types from USPTO. The task is: Predict which catalyst facilitates the given reaction. (1) Reactant: [N:1]1[C:10]2[C:5](=[CH:6][C:7]([CH2:11][N:12]3[C:16]4=[N:17][C:18]([C:21]5[CH:29]=[CH:28][C:24]([C:25](O)=[O:26])=[CH:23][CH:22]=5)=[CH:19][CH:20]=[C:15]4[N:14]=[N:13]3)=[CH:8][CH:9]=2)[CH:4]=[CH:3][CH:2]=1.C(N(C(C)C)C(C)C)C.CN(C(ON1N=NC2C=CC=NC1=2)=[N+](C)C)C.F[P-](F)(F)(F)(F)F.[N:63]1([CH2:69][CH2:70][NH2:71])[CH2:68][CH2:67][CH2:66][CH2:65][CH2:64]1. Product: [N:63]1([CH2:69][CH2:70][NH:71][C:25](=[O:26])[C:24]2[CH:23]=[CH:22][C:21]([C:18]3[N:17]=[C:16]4[N:12]([CH2:11][C:7]5[CH:6]=[C:5]6[C:10](=[CH:9][CH:8]=5)[N:1]=[CH:2][CH:3]=[CH:4]6)[N:13]=[N:14][C:15]4=[CH:20][CH:19]=3)=[CH:29][CH:28]=2)[CH2:68][CH2:67][CH2:66][CH2:65][CH2:64]1. The catalyst class is: 18. (2) Reactant: [N:1]1[C:14]2[C:13]3[C:8](=[CH:9][CH:10]=[CH:11][N:12]=3)[C:7]3[CH:15]=[CH:16][CH:17]=[CH:18][C:6]=3[C:5]=2[CH:4]=[CH:3][CH:2]=1.[CH3:19][I:20]. Product: [I-:20].[CH3:19][N+:1]1[C:14]2[C:13]3[C:8](=[CH:9][CH:10]=[CH:11][N:12]=3)[C:7]3[CH:15]=[CH:16][CH:17]=[CH:18][C:6]=3[C:5]=2[CH:4]=[CH:3][CH:2]=1. The catalyst class is: 10. (3) Reactant: FC(F)(F)C(O)=O.[Cl:8][C:9]1[C:10]([S:23][C:24]2[CH:29]=[CH:28][C:27]([Cl:30])=[C:26]([Cl:31])[CH:25]=2)=[CH:11][C:12]([F:22])=[C:13]([CH:21]=1)[C:14]([O:16]C(C)(C)C)=[O:15]. Product: [Cl:8][C:9]1[C:10]([S:23][C:24]2[CH:29]=[CH:28][C:27]([Cl:30])=[C:26]([Cl:31])[CH:25]=2)=[CH:11][C:12]([F:22])=[C:13]([CH:21]=1)[C:14]([OH:16])=[O:15]. The catalyst class is: 2. (4) Reactant: [C:1]([O:5][C:6]([CH3:9])([CH3:8])[CH3:7])(=[O:4])[CH:2]=[CH2:3].[F:10][C:11]([F:16])([F:15])[C:12]([OH:14])=[O:13]. Product: [C:1]([OH:5])(=[O:4])[CH:2]=[CH2:3].[CH3:7][C:6]([O:5][C:1]([CH:2]=[CH2:3])=[O:4])([CH3:9])[CH3:8].[F:10][C:11]([F:16])([F:15])[C:12]([OH:14])=[O:13]. The catalyst class is: 4. (5) Reactant: O=[C:2]([CH2:8][C:9](=O)[CH2:10][CH3:11])[C:3]([O:5][CH2:6][CH3:7])=[O:4].CC1[N:18]([CH2:19][C:20]2[CH:25]=[CH:24][C:23]([CH3:26])=[CH:22][CH:21]=2)[N:17]=C(C(OC)=O)C=1. Product: [CH2:10]([C:9]1[N:18]([CH2:19][C:20]2[CH:25]=[CH:24][C:23]([CH3:26])=[CH:22][CH:21]=2)[N:17]=[C:2]([C:3]([O:5][CH2:6][CH3:7])=[O:4])[CH:8]=1)[CH3:11]. The catalyst class is: 15.